This data is from NCI-60 drug combinations with 297,098 pairs across 59 cell lines. The task is: Regression. Given two drug SMILES strings and cell line genomic features, predict the synergy score measuring deviation from expected non-interaction effect. (1) Drug 2: CN(CCCl)CCCl.Cl. Cell line: NCI-H322M. Drug 1: C1=C(C(=O)NC(=O)N1)F. Synergy scores: CSS=31.3, Synergy_ZIP=3.38, Synergy_Bliss=2.17, Synergy_Loewe=-1.42, Synergy_HSA=-0.526. (2) Drug 1: C1=CC(=CC=C1CCC2=CNC3=C2C(=O)NC(=N3)N)C(=O)NC(CCC(=O)O)C(=O)O. Drug 2: CC1OCC2C(O1)C(C(C(O2)OC3C4COC(=O)C4C(C5=CC6=C(C=C35)OCO6)C7=CC(=C(C(=C7)OC)O)OC)O)O. Cell line: HCT116. Synergy scores: CSS=69.0, Synergy_ZIP=-2.17, Synergy_Bliss=-2.64, Synergy_Loewe=1.18, Synergy_HSA=3.03. (3) Drug 1: C1CC2CC3=C(CC1C24CN(S(=O)(=O)N4)CC(F)(F)F)C=CC(=C3)C=CCN5CCC(CC5)C(F)(F)F. Drug 2: CC1CCC2CC(C(=CC=CC=CC(CC(C(=O)C(C(C(=CC(C(=O)CC(OC(=O)C3CCCCN3C(=O)C(=O)C1(O2)O)C(C)CC4CCC(C(C4)OC)OP(=O)(C)C)C)C)O)OC)C)C)C)OC. Cell line: HCT116. Synergy scores: CSS=29.5, Synergy_ZIP=-0.273, Synergy_Bliss=0.628, Synergy_Loewe=1.33, Synergy_HSA=0.987. (4) Drug 1: C1C(C(OC1N2C=C(C(=O)NC2=O)F)CO)O. Drug 2: C1CN1C2=NC(=NC(=N2)N3CC3)N4CC4. Cell line: K-562. Synergy scores: CSS=37.9, Synergy_ZIP=-3.45, Synergy_Bliss=-0.0305, Synergy_Loewe=2.29, Synergy_HSA=4.31. (5) Drug 1: C1=NC2=C(N1)C(=S)N=C(N2)N. Drug 2: CC12CCC3C(C1CCC2O)C(CC4=C3C=CC(=C4)O)CCCCCCCCCS(=O)CCCC(C(F)(F)F)(F)F. Cell line: LOX IMVI. Synergy scores: CSS=34.2, Synergy_ZIP=0.812, Synergy_Bliss=-2.17, Synergy_Loewe=-11.9, Synergy_HSA=-1.41.